This data is from Full USPTO retrosynthesis dataset with 1.9M reactions from patents (1976-2016). The task is: Predict the reactants needed to synthesize the given product. (1) Given the product [ClH:16].[CH3:15][O:14][CH:11]1[CH2:12][CH2:13][NH:8][CH2:9][CH2:10]1, predict the reactants needed to synthesize it. The reactants are: C(OC([N:8]1[CH2:13][CH2:12][CH:11]([O:14][CH3:15])[CH2:10][CH2:9]1)=O)(C)(C)C.[ClH:16].O1CCOCC1. (2) Given the product [Cl:1][C:2]1[CH:3]=[CH:4][C:5]([N:8]2[CH2:14][C@@H:13]([CH3:15])[C:12]3=[N:16][N:17]=[C:18]([CH3:19])[N:11]3[C:10]3[CH:20]=[CH:21][C:22]([C:34]4[N:35]=[CH:36][C:37]([NH2:40])=[N:38][CH:39]=4)=[CH:23][C:9]2=3)=[N:6][CH:7]=1, predict the reactants needed to synthesize it. The reactants are: [Cl:1][C:2]1[CH:3]=[CH:4][C:5]([N:8]2[CH2:14][C@@H:13]([CH3:15])[C:12]3=[N:16][N:17]=[C:18]([CH3:19])[N:11]3[C:10]3[CH:20]=[CH:21][C:22](B4OC(C)(C)C(C)(C)O4)=[CH:23][C:9]2=3)=[N:6][CH:7]=1.Br[C:34]1[N:35]=[CH:36][C:37]([NH2:40])=[N:38][CH:39]=1.C([O-])([O-])=O.[Cs+].[Cs+]. (3) Given the product [Cl:10][C:11]1[CH:12]=[CH:13][C:14]([C:15]([N:43]([C@@H:44]([CH2:51][CH2:52][CH3:53])[CH2:45][N:46]2[CH2:47][CH:48]([OH:50])[CH2:49]2)[CH3:42])=[O:17])=[CH:18][CH:19]=1, predict the reactants needed to synthesize it. The reactants are: C(N(C(C)C)C(C)C)C.[Cl:10][C:11]1[CH:19]=[CH:18][C:14]([C:15]([OH:17])=O)=[CH:13][CH:12]=1.CN(C(ON1N=NC2C=CC=CC1=2)=[N+](C)C)C.[B-](F)(F)(F)F.[CH3:42][NH:43][C@@H:44]([CH2:51][CH2:52][CH3:53])[CH2:45][N:46]1[CH2:49][CH:48]([OH:50])[CH2:47]1. (4) Given the product [ClH:20].[CH3:6][NH:7][CH2:9][CH2:10][C@H:11]1[CH2:16][CH2:15][C@H:14]([CH2:17][OH:18])[CH2:13][CH2:12]1, predict the reactants needed to synthesize it. The reactants are: C(O[C:6](=O)[N:7]([CH2:9][CH2:10][C@H:11]1[CH2:16][CH2:15][C@H:14]([CH2:17][OH:18])[CH2:13][CH2:12]1)C)(C)(C)C.[ClH:20]. (5) Given the product [Cl:1][C:2]1[C:3]([C:16]2[C:24]3[C:19](=[CH:20][CH:21]=[CH:22][CH:23]=3)[N:18]([S:25]([C:28]3[CH:33]=[CH:32][CH:31]=[CH:30][CH:29]=3)(=[O:27])=[O:26])[CH:17]=2)=[N:4][C:5]([NH:8][C@@H:9]2[CH2:14][CH2:13][CH2:12][C@H:11]([NH:15][C:47]([C:46]3[CH:45]=[CH:44][C:43]([NH:42][C:40](=[O:41])[O:39][C:35]([CH3:37])([CH3:36])[CH3:38])=[CH:51][CH:50]=3)=[O:48])[CH2:10]2)=[N:6][CH:7]=1, predict the reactants needed to synthesize it. The reactants are: [Cl:1][C:2]1[C:3]([C:16]2[C:24]3[C:19](=[CH:20][CH:21]=[CH:22][CH:23]=3)[N:18]([S:25]([C:28]3[CH:33]=[CH:32][CH:31]=[CH:30][CH:29]=3)(=[O:27])=[O:26])[CH:17]=2)=[N:4][C:5]([NH:8][C@@H:9]2[CH2:14][CH2:13][CH2:12][C@H:11]([NH2:15])[CH2:10]2)=[N:6][CH:7]=1.Cl.[C:35]([O:39][C:40]([NH:42][C:43]1[CH:51]=[CH:50][C:46]([C:47](O)=[O:48])=[CH:45][CH:44]=1)=[O:41])([CH3:38])([CH3:37])[CH3:36].CN(C(ON1N=NC2C=CC=CC1=2)=[N+](C)C)C.F[P-](F)(F)(F)(F)F.CCN(CC)CC. (6) Given the product [NH2:1][C:2]1[C:7](=[O:29])[NH:6][C:5]([C:12]2[CH:13]=[CH:14][C:15](=[O:21])[N:16]([CH:18]([CH3:20])[CH3:19])[N:17]=2)=[C:4]([C:22]2[CH:27]=[CH:26][CH:25]=[CH:24][CH:23]=2)[N:3]=1, predict the reactants needed to synthesize it. The reactants are: [NH2:1][C:2]1[N:3]=[C:4]([C:22]2[CH:27]=[CH:26][CH:25]=[CH:24][CH:23]=2)[C:5]([C:12]2[CH:13]=[CH:14][C:15](=[O:21])[N:16]([CH:18]([CH3:20])[CH3:19])[N:17]=2)=[N:6][C:7]=1S(C)(=O)=O.Cl.[OH-:29].[Na+].